Dataset: Catalyst prediction with 721,799 reactions and 888 catalyst types from USPTO. Task: Predict which catalyst facilitates the given reaction. (1) Reactant: Br[C:2]1[C:3]([NH:9][C:10](=[O:13])[CH2:11]I)=[N:4][CH:5]=[C:6]([Br:8])[N:7]=1.[O:14]1[CH2:19][CH2:18][CH:17]([CH2:20][NH2:21])[CH2:16][CH2:15]1.C(N(C(C)C)CC)(C)C. Product: [Br:8][C:6]1[N:7]=[C:2]2[N:21]([CH2:20][CH:17]3[CH2:18][CH2:19][O:14][CH2:15][CH2:16]3)[CH2:11][C:10](=[O:13])[NH:9][C:3]2=[N:4][CH:5]=1. The catalyst class is: 10. (2) Reactant: [CH3:1][O:2][C:3]1[CH:8]=[C:7]([O:9][CH3:10])[N:6]=[C:5]([N:11]2[CH2:16][CH2:15][N:14]([CH3:17])[CH2:13][CH2:12]2)[N:4]=1.[I:18]N1C(=O)CCC1=O.C(O)(C(F)(F)F)=O. Product: [I:18][C:8]1[C:3]([O:2][CH3:1])=[N:4][C:5]([N:11]2[CH2:12][CH2:13][N:14]([CH3:17])[CH2:15][CH2:16]2)=[N:6][C:7]=1[O:9][CH3:10]. The catalyst class is: 10. (3) Reactant: CI.[NH:3]([C:18]([O:20][C:21]([CH3:24])([CH3:23])[CH3:22])=[O:19])[C@@H:4]([C:9]([NH:11][C@H:12]([C:14]([O:16][CH3:17])=[O:15])[CH3:13])=[O:10])[CH2:5][CH2:6]SC. Product: [C:21]([O:20][C:18]([NH:3][C@@H:4]1[CH2:5][CH2:6][N:11]([C@@H:12]([CH3:13])[C:14]([O:16][CH3:17])=[O:15])[C:9]1=[O:10])=[O:19])([CH3:24])([CH3:23])[CH3:22]. The catalyst class is: 174.